From a dataset of HIV replication inhibition screening data with 41,000+ compounds from the AIDS Antiviral Screen. Binary Classification. Given a drug SMILES string, predict its activity (active/inactive) in a high-throughput screening assay against a specified biological target. (1) The compound is CC(=O)OC(C)C1C2=C(C(=O)CC1(C)O)C(=O)c1c(ccc(-c3ccc4c(c3O)C(=O)C3=C(C4=O)C(C(C)OC(C)=O)C(C)(O)CC3=O)c1O)C2=O. The result is 0 (inactive). (2) The compound is N#CCCCCCOCCOCCOCCOCCOCCCCCC#N. The result is 0 (inactive). (3) The drug is CCN(CC)C1=Nc2ccccc2-n2c(C)cnc2C1. The result is 0 (inactive). (4) The result is 0 (inactive). The drug is COc1cc(OC)c(C=Cc2ccc3ccccc3[n+]2[O-])c(OC)c1. (5) The drug is CC12C(=O)OCC1C1CCC2C1. The result is 0 (inactive). (6) The compound is Cc1c(Cl)ccc2c1NC(=O)C2(O)C1Cc2ccccc2C1=O. The result is 0 (inactive). (7) The molecule is CC(C)CCCC(C)C1CCC2C3CC=C4CC(OS(=O)(=O)O)CCC4(C)C3CCC12C.[NaH]. The result is 1 (active).